Task: Predict the reaction yield, written as a fraction of the theoretical maximum amount of product (1.0 means a 100% yield; for example, 0.34 means a 34% yield).. Dataset: Reaction yield outcomes from USPTO patents with 853,638 reactions (1) The product is [CH:2]([C:3]1[CH:4]=[C:5]2[C:10](=[CH:11][CH:12]=1)[N:9]=[CH:8][C:7]([C:13]#[N:14])=[C:6]2[CH2:15][CH:16]([CH3:18])[CH3:17])=[O:1]. The reactants are [OH:1][CH2:2][C:3]1[CH:4]=[C:5]2[C:10](=[CH:11][CH:12]=1)[NH:9][CH:8]=[C:7]([C:13]#[N:14])[CH:6]2[CH2:15][CH:16]([CH3:18])[CH3:17]. The catalyst is C(Cl)(Cl)Cl.[O-2].[O-2].[Mn+4]. The yield is 0.560. (2) The reactants are [CH:1]([C:4]1[CH:9]=[CH:8][CH:7]=[CH:6][N+:5]=1[O-])([CH3:3])[CH3:2].[C:11]([Si](C)(C)C)#[N:12].C(N(CC)C(Cl)=O)C.C(=O)([O-])[O-].[K+].[K+]. The catalyst is ClCCCl. The product is [C:11]([C:6]1[CH:7]=[CH:8][CH:9]=[C:4]([CH:1]([CH3:3])[CH3:2])[N:5]=1)#[N:12]. The yield is 0.740. (3) The reactants are [OH-].[K+].C[O:4][C:5](=[O:20])[C:6]1[CH:11]=[CH:10][C:9]([C:12]#[C:13][C:14]#[C:15][Si](C)(C)C)=[CH:8][CH:7]=1. The catalyst is O.C1COCC1. The product is [C:12]([C:9]1[CH:8]=[CH:7][C:6]([C:5]([OH:20])=[O:4])=[CH:11][CH:10]=1)#[C:13][C:14]#[CH:15]. The yield is 0.910. (4) The product is [CH3:29][N:7]1[C:6]2[CH:8]=[CH:9][CH:10]=[C:11]([CH2:12][CH:13]3[CH2:14][CH2:15][N:16]([C:19]([O:21][C:22]([CH3:25])([CH3:24])[CH3:23])=[O:20])[CH2:17][CH2:18]3)[C:5]=2[O:4][CH2:3][C:2]1=[O:1]. The yield is 0.970. The catalyst is CN(C)C=O. The reactants are [O:1]=[C:2]1[NH:7][C:6]2[CH:8]=[CH:9][CH:10]=[C:11]([CH2:12][CH:13]3[CH2:18][CH2:17][N:16]([C:19]([O:21][C:22]([CH3:25])([CH3:24])[CH3:23])=[O:20])[CH2:15][CH2:14]3)[C:5]=2[O:4][CH2:3]1.[H-].[Na+].I[CH3:29].